From a dataset of Forward reaction prediction with 1.9M reactions from USPTO patents (1976-2016). Predict the product of the given reaction. Given the reactants [CH:1]([C:3]1[CH:4]=[CH:5][C:6]2[O:11][CH2:10][C:9](=[O:12])[NH:8][C:7]=2[CH:13]=1)=[O:2].[CH2:14](I)[CH3:15], predict the reaction product. The product is: [CH2:14]([N:8]1[C:7]2[CH:13]=[C:3]([CH:1]=[O:2])[CH:4]=[CH:5][C:6]=2[O:11][CH2:10][C:9]1=[O:12])[CH3:15].